Task: Predict the product of the given reaction.. Dataset: Forward reaction prediction with 1.9M reactions from USPTO patents (1976-2016) (1) Given the reactants [C:1]([C:3]1[CH:4]=[CH:5][C:6]2[N:7]([CH:9]=[C:10]([C:12]([OH:14])=O)[N:11]=2)[CH:8]=1)#[N:2].C1C=CC2N(O)N=NC=2C=1.CCN(C(C)C)C(C)C.CCN=C=NCCCN(C)C.[NH2:45][C@@H:46]([CH3:63])[CH2:47][N:48]1[CH:52]=[CH:51][C:50]([C:53]2[CH:60]=[C:59]([F:61])[C:56]([C:57]#[N:58])=[C:55]([Cl:62])[CH:54]=2)=[N:49]1, predict the reaction product. The product is: [Cl:62][C:55]1[CH:54]=[C:53]([C:50]2[CH:51]=[CH:52][N:48]([CH2:47][C@@H:46]([NH:45][C:12]([C:10]3[N:11]=[C:6]4[CH:5]=[CH:4][C:3]([C:1]#[N:2])=[CH:8][N:7]4[CH:9]=3)=[O:14])[CH3:63])[N:49]=2)[CH:60]=[C:59]([F:61])[C:56]=1[C:57]#[N:58]. (2) Given the reactants [Cl:1][C:2]1[C:11]2[C:6](=[CH:7][CH:8]=[C:9]([O:12]C)[CH:10]=2)[N:5]=[C:4]([CH3:14])[CH:3]=1.B(Br)(Br)Br.C(Cl)Cl, predict the reaction product. The product is: [Cl:1][C:2]1[C:11]2[C:6](=[CH:7][CH:8]=[C:9]([OH:12])[CH:10]=2)[N:5]=[C:4]([CH3:14])[CH:3]=1. (3) Given the reactants [Li+].[B-](CC)(CC)CC.[CH3:9][C:10]([Si:13]([CH3:34])([CH3:33])[O:14][C@H:15]1[CH2:19][CH2:18][N:17]([C:20]([O:22][C:23]([CH3:26])([CH3:25])[CH3:24])=[O:21])[C@@H:16]1[CH2:27]OS(C)(=O)=O)([CH3:12])[CH3:11], predict the reaction product. The product is: [CH3:11][C:10]([Si:13]([CH3:34])([CH3:33])[O:14][C@H:15]1[CH2:19][CH2:18][N:17]([C:20]([O:22][C:23]([CH3:26])([CH3:25])[CH3:24])=[O:21])[C@@H:16]1[CH3:27])([CH3:9])[CH3:12]. (4) Given the reactants Cl[C:2]1[N:3]([C:18]2[CH:23]=[CH:22][CH:21]=[CH:20][CH:19]=2)[C:4](=[O:17])[C:5]2[C:10]([C:11]3[CH:16]=[CH:15][CH:14]=[CH:13][CH:12]=3)=[CH:9][S:8][C:6]=2[N:7]=1.Cl.COC(=O)CN.C(N(CC)CC)C.COC(=O)CNC1N(C2C=CC=CC=2)C(=O)C2C(C3C=CC=CC=3)=CSC=2N=1.[CH2:66]([O:68][C:69](=[O:94])[CH2:70][NH:71][C:72]1N(C2C=CC=CC=2)C(=O)C2C(C3C=CC=CC=3)=CSC=2N=1)[CH3:67], predict the reaction product. The product is: [CH2:66]([O:68][C:69](=[O:94])[CH2:70][N:71]([CH3:72])[C:2]1[N:3]([C:18]2[CH:23]=[CH:22][CH:21]=[CH:20][CH:19]=2)[C:4](=[O:17])[C:5]2[C:10]([C:11]3[CH:16]=[CH:15][CH:14]=[CH:13][CH:12]=3)=[CH:9][S:8][C:6]=2[N:7]=1)[CH3:67]. (5) Given the reactants [Br:1][C:2]1[CH:7]=[CH:6][C:5]([S:8][CH:9]2[CH2:14][CH2:13][O:12][CH2:11][CH2:10]2)=[CH:4][CH:3]=1.[OH:15]OS([O-])=O.[K+].C1COCC1.[OH2:26], predict the reaction product. The product is: [Br:1][C:2]1[CH:3]=[CH:4][C:5]([S:8]([CH:9]2[CH2:14][CH2:13][O:12][CH2:11][CH2:10]2)(=[O:15])=[O:26])=[CH:6][CH:7]=1. (6) Given the reactants [CH2:1]([OH:5])[CH:2]([CH3:4])[CH3:3].[H-].[Na+].Cl[C:9]1[CH:10]=[CH:11][C:12]2[CH2:13][N:14]([C:20]([O:22][C:23]([CH3:26])([CH3:25])[CH3:24])=[O:21])[CH2:15][CH2:16][O:17][C:18]=2[N:19]=1.O, predict the reaction product. The product is: [CH2:1]([O:5][C:9]1[CH:10]=[CH:11][C:12]2[CH2:13][N:14]([C:20]([O:22][C:23]([CH3:26])([CH3:25])[CH3:24])=[O:21])[CH2:15][CH2:16][O:17][C:18]=2[N:19]=1)[CH:2]([CH3:4])[CH3:3].